This data is from Reaction yield outcomes from USPTO patents with 853,638 reactions. The task is: Predict the reaction yield, written as a fraction of the theoretical maximum amount of product (1.0 means a 100% yield; for example, 0.34 means a 34% yield). (1) The reactants are [Br:1][C:2]1[CH:3]=[N:4][CH:5]=[C:6]([CH:10]=1)[C:7]([OH:9])=O.CN(C(ON1N=NC2C=CC=NC1=2)=[N+](C)C)C.F[P-](F)(F)(F)(F)F.CCN(C(C)C)C(C)C.[Cl:44][C:45]1[C:53]([C:54]#[N:55])=[CH:52][CH:51]=[C:50]2[C:46]=1[CH:47]=[C:48]([CH:62]([F:64])[F:63])[N:49]2[CH2:56]/[C:57](=[N:60]/[H])/[NH:58]O. The catalyst is CN(C=O)C.C1COCC1.O. The product is [Br:1][C:2]1[CH:10]=[C:6]([C:7]2[O:9][N:60]=[C:57]([CH2:56][N:49]3[C:50]4[C:46](=[C:45]([Cl:44])[C:53]([C:54]#[N:55])=[CH:52][CH:51]=4)[CH:47]=[C:48]3[CH:62]([F:64])[F:63])[N:58]=2)[CH:5]=[N:4][CH:3]=1. The yield is 0.310. (2) The reactants are [OH:1][C:2]1[C:7]2[C@@:8]3([OH:45])[C@@:21]([O:25][CH3:26])([C@H:22]([OH:24])[CH2:23][C:6]=2[CH:5]=[C:4]([CH3:46])[C:3]=1[C:47](O)=[O:48])[C:20](=[O:27])[C:19]1[C:10](=[CH:11][C:12]2[C:13](=[O:43])[C:14]([NH:30][CH:31]4[C@H:36]([O:37][CH3:38])[C@H:35]([OH:39])[C@@H:34]([O:40][CH3:41])[C@H:33]([CH3:42])[O:32]4)=[CH:15][C:16](=[O:29])[C:17]=2[C:18]=1[OH:28])[C:9]3=[O:44].CCCN.O.O[N:56]1[C:60]2[CH:61]=CC=C[C:59]=2N=N1. The catalyst is C1COCC1. The product is [OH:1][C:2]1[C:7]2[C@@:8]3([OH:45])[C@@:21]([O:25][CH3:26])([C@H:22]([OH:24])[CH2:23][C:6]=2[CH:5]=[C:4]([CH3:46])[C:3]=1[C:47]([NH:56][CH:60]([CH3:61])[CH3:59])=[O:48])[C:20](=[O:27])[C:19]1[C:10](=[CH:11][C:12]2[C:13](=[O:43])[C:14]([NH:30][CH:31]4[C@H:36]([O:37][CH3:38])[C@H:35]([OH:39])[C@@H:34]([O:40][CH3:41])[C@H:33]([CH3:42])[O:32]4)=[CH:15][C:16](=[O:29])[C:17]=2[C:18]=1[OH:28])[C:9]3=[O:44]. The yield is 0.150. (3) The reactants are [Br:1][C:2]1[C:3]([Cl:13])=[CH:4][C:5]([N+:10]([O-:12])=[O:11])=[C:6]([CH:9]=1)[CH:7]=O.[CH3:14][O:15][C:16]([CH:18]=P(C1C=CC=CC=1)(C1C=CC=CC=1)C1C=CC=CC=1)=[O:17]. The catalyst is C1(C)C=CC=CC=1.O. The product is [CH3:14][O:15][C:16](=[O:17])/[CH:18]=[CH:7]/[C:6]1[CH:9]=[C:2]([Br:1])[C:3]([Cl:13])=[CH:4][C:5]=1[N+:10]([O-:12])=[O:11]. The yield is 0.550.